Dataset: Forward reaction prediction with 1.9M reactions from USPTO patents (1976-2016). Task: Predict the product of the given reaction. Given the reactants [F:1][C:2]1[CH:7]=[CH:6][C:5]([NH:8][C:9]2[CH:10]=[CH:11][C:12]([CH2:15][NH:16][C:17]([C:19]3([NH:22][C:23]([C:25]4[S:29][C:28]([NH:30]C(=O)C)=[N:27][CH:26]=4)=[O:24])[CH2:21][CH2:20]3)=[O:18])=[N:13][CH:14]=2)=[C:4]([C:34]([F:37])([F:36])[F:35])[CH:3]=1.C(=O)([O-])[O-].[K+].[K+], predict the reaction product. The product is: [F:1][C:2]1[CH:7]=[CH:6][C:5]([NH:8][C:9]2[CH:10]=[CH:11][C:12]([CH2:15][NH:16][C:17]([C:19]3([NH:22][C:23]([C:25]4[S:29][C:28]([NH2:30])=[N:27][CH:26]=4)=[O:24])[CH2:21][CH2:20]3)=[O:18])=[N:13][CH:14]=2)=[C:4]([C:34]([F:35])([F:36])[F:37])[CH:3]=1.